Dataset: Forward reaction prediction with 1.9M reactions from USPTO patents (1976-2016). Task: Predict the product of the given reaction. (1) Given the reactants Cl.[Cl:2][C:3]1[CH:8]=[CH:7][C:6]([Cl:9])=[CH:5][C:4]=1[NH:10]N.[CH2:12]1[CH2:19][C:17](=O)[C:15](=[O:16])[CH2:14][CH2:13]1, predict the reaction product. The product is: [Cl:9][C:6]1[CH:7]=[CH:8][C:3]([Cl:2])=[C:4]2[C:5]=1[C:13]1[CH2:12][CH2:19][CH2:17][C:15](=[O:16])[C:14]=1[NH:10]2. (2) Given the reactants C1(C)C=CC(S(O)(=O)=O)=CC=1.[NH2:12][C@H:13]1[CH2:18][CH2:17][N:16]([C:19]([O:21][C:22]([CH3:25])([CH3:24])[CH3:23])=[O:20])[CH2:15][C@H:14]1[C:26]1[CH:31]=[CH:30][C:29]([Cl:32])=[C:28]([Cl:33])[CH:27]=1.C(N(CC)CC)C.[Cl:41][C:42]1[CH:50]=[CH:49][C:45]([C:46](Cl)=[O:47])=[CH:44][CH:43]=1.O, predict the reaction product. The product is: [Cl:41][C:42]1[CH:50]=[CH:49][C:45]([C:46]([NH:12][C@H:13]2[CH2:18][CH2:17][N:16]([C:19]([O:21][C:22]([CH3:25])([CH3:23])[CH3:24])=[O:20])[CH2:15][C@H:14]2[C:26]2[CH:31]=[CH:30][C:29]([Cl:32])=[C:28]([Cl:33])[CH:27]=2)=[O:47])=[CH:44][CH:43]=1. (3) Given the reactants [CH2:1]1[CH2:6][CH2:5][CH2:4][CH2:3][CH2:2]1.[OH2:7], predict the reaction product. The product is: [CH:1]1([OH:7])[CH2:6][CH2:5][CH2:4][CH2:3][CH2:2]1.[C:1]1(=[O:7])[CH2:6][CH2:5][CH2:4][CH2:3][CH2:2]1. (4) Given the reactants [CH:1]1([C@H:7]2[CH2:11][N:10]([C:12]([O:14][C:15]([CH3:18])([CH3:17])[CH3:16])=[O:13])[C@H:9]([C:19](=[O:24])N(OC)C)[CH2:8]2)[CH2:6][CH2:5][CH2:4][CH2:3][CH2:2]1.[H-].[Al+3].[Li+].[H-].[H-].[H-], predict the reaction product. The product is: [CH:1]1([C@H:7]2[CH2:11][N:10]([C:12]([O:14][C:15]([CH3:16])([CH3:17])[CH3:18])=[O:13])[C@H:9]([CH:19]=[O:24])[CH2:8]2)[CH2:2][CH2:3][CH2:4][CH2:5][CH2:6]1. (5) Given the reactants [CH:1]1([N:5]2[CH2:10][CH2:9][N:8]([C:11]3[N:12]=[CH:13][C:14]4[CH2:20][CH2:19][NH:18][CH2:17][CH2:16][C:15]=4[N:21]=3)[CH2:7][CH2:6]2)[CH2:4][CH2:3][CH2:2]1.[CH:22]1([CH:28]=O)[CH2:27][CH2:26][CH2:25][CH2:24][CH2:23]1.C(O[BH-](OC(=O)C)OC(=O)C)(=O)C.[Na+].C(=O)([O-])[O-].[Na+].[Na+], predict the reaction product. The product is: [CH:1]1([N:5]2[CH2:6][CH2:7][N:8]([C:11]3[N:12]=[CH:13][C:14]4[CH2:20][CH2:19][N:18]([CH2:28][CH:22]5[CH2:27][CH2:26][CH2:25][CH2:24][CH2:23]5)[CH2:17][CH2:16][C:15]=4[N:21]=3)[CH2:9][CH2:10]2)[CH2:4][CH2:3][CH2:2]1. (6) Given the reactants [F:1][C:2]([F:7])([F:6])[C:3]([OH:5])=[O:4].FC(F)(F)C(O)=O.[Cl:15][C:16]1[CH:17]=[N:18][C:19]2[NH:20][C:21]3[CH:22]=[CH:23][CH:24]=[C:25]([CH:46]=3)[CH2:26][CH2:27][C:28]3[CH:36]=[C:32]([NH:33][C:34]=1[N:35]=2)[CH:31]=[CH:30][C:29]=3[NH:37][C:38]([CH:40]1[CH2:45][CH2:44][NH:43][CH2:42][CH2:41]1)=[O:39].[C:47](Cl)(=[O:54])[C:48]1[CH:53]=[CH:52][CH:51]=[CH:50][CH:49]=1, predict the reaction product. The product is: [F:1][C:2]([F:7])([F:6])[C:3]([OH:5])=[O:4].[C:47]([N:43]1[CH2:44][CH2:45][CH:40]([C:38]([NH:37][C:29]2[CH:30]=[CH:31][C:32]3[NH:33][C:34]4[N:35]=[C:19]([NH:20][C:21]5[CH:22]=[CH:23][CH:24]=[C:25]([CH:46]=5)[CH2:26][CH2:27][C:28]=2[CH:36]=3)[N:18]=[CH:17][C:16]=4[Cl:15])=[O:39])[CH2:41][CH2:42]1)(=[O:54])[C:48]1[CH:53]=[CH:52][CH:51]=[CH:50][CH:49]=1.